Predict the reaction yield, written as a fraction of the theoretical maximum amount of product (1.0 means a 100% yield; for example, 0.34 means a 34% yield). From a dataset of Reaction yield outcomes from USPTO patents with 853,638 reactions. (1) The reactants are C1C=C(Cl)C=C(C(OO)=O)C=1.[Cl:12][C:13]1[CH:18]=[CH:17][CH:16]=[C:15]([Cl:19])[C:14]=1[N:20]1[CH:31]=[CH:30][C:23]2[N:24]=[C:25](SC)[N:26]=[CH:27][C:22]=2[C:21]1=[O:32].CCN(C(C)C)C(C)C.[O:42]1[CH2:47][CH2:46][N:45]([C:48]2[CH:54]=[CH:53][C:51]([NH2:52])=[CH:50][CH:49]=2)[CH2:44][CH2:43]1. The catalyst is C(Cl)Cl.C1(C)C=CC=CC=1. The product is [Cl:12][C:13]1[CH:18]=[CH:17][CH:16]=[C:15]([Cl:19])[C:14]=1[N:20]1[CH:31]=[CH:30][C:23]2[N:24]=[C:25]([NH:52][C:51]3[CH:50]=[CH:49][C:48]([N:45]4[CH2:46][CH2:47][O:42][CH2:43][CH2:44]4)=[CH:54][CH:53]=3)[N:26]=[CH:27][C:22]=2[C:21]1=[O:32]. The yield is 0.350. (2) The reactants are [CH2:1]([OH:13])[CH2:2][CH2:3][CH2:4][CH2:5][CH2:6][CH2:7][CH2:8][CH2:9][CH2:10][CH2:11][CH3:12].C(N(CC)CC)C.[Br:21][CH:22]([CH3:26])[C:23](Br)=[O:24]. The catalyst is C1(C)C=CC=CC=1. The product is [Br:21][CH:22]([CH3:26])[C:23]([O:13][CH2:1][CH2:2][CH2:3][CH2:4][CH2:5][CH2:6][CH2:7][CH2:8][CH2:9][CH2:10][CH2:11][CH3:12])=[O:24]. The yield is 0.940. (3) The reactants are [F:1][C:2]1[CH:7]=[CH:6][C:5]([C:8]2[C:12](=[O:13])[O:11][CH2:10][C:9]=2[C:14]2[CH:24]=[CH:23][C:17]3[O:18][CH2:19][C:20](=[O:22])[NH:21][C:16]=3[CH:15]=2)=[CH:4][CH:3]=1.C1CCN2C(=NCCC2)CC1.[O:36]=O. The catalyst is C(#N)C. The product is [F:1][C:2]1[CH:3]=[CH:4][C:5]([C:8]2[C:12](=[O:13])[O:11][C:10](=[O:36])[C:9]=2[C:14]2[CH:24]=[CH:23][C:17]3[O:18][CH2:19][C:20](=[O:22])[NH:21][C:16]=3[CH:15]=2)=[CH:6][CH:7]=1. The yield is 0.900. (4) The reactants are [OH:1][C:2]1[C:3]([O:15][CH3:16])=[CH:4][C:5]([N+:12]([O-:14])=[O:13])=[C:6]([CH:11]=1)[C:7]([O:9][CH3:10])=[O:8].[CH2:17](Cl)[C:18]1[CH:23]=[CH:22][CH:21]=[CH:20][CH:19]=1.C([O-])([O-])=O.[K+].[K+].[I-].[K+]. The catalyst is CN(C=O)C. The product is [CH2:17]([O:1][C:2]1[C:3]([O:15][CH3:16])=[CH:4][C:5]([N+:12]([O-:14])=[O:13])=[C:6]([CH:11]=1)[C:7]([O:9][CH3:10])=[O:8])[C:18]1[CH:23]=[CH:22][CH:21]=[CH:20][CH:19]=1. The yield is 0.770. (5) The reactants are [OH:1][C:2]([C:34]1[S:35][CH:36]=[CH:37][CH:38]=1)([C:29]1[S:30][CH:31]=[CH:32][CH:33]=1)[C:3]([O:5][C@H:6]1[CH2:11][CH2:10][C@H:9]([N:12]([CH2:14][CH2:15][CH2:16][N:17]2[C:21]3[CH:22]=[CH:23][C:24]([CH:26]=O)=[CH:25][C:20]=3[NH:19][C:18]2=[O:28])[CH3:13])[CH2:8][CH2:7]1)=[O:4].C(O)(=O)C.[NH2:43][CH2:44][C@@H:45]([C:54]1[CH:55]=[CH:56][C:57]([OH:63])=[C:58]([NH:60][CH:61]=[O:62])[CH:59]=1)[O:46][Si:47]([C:50]([CH3:53])([CH3:52])[CH3:51])([CH3:49])[CH3:48].C(O[BH-](OC(=O)C)OC(=O)C)(=O)C.[Na+].OC(C1SC=CC=1)(C1SC=CC=1)C(O[C@H]1CC[C@H](N(CCCN2C3C=CC(CNC[C@H](O[Si](C(C)(C)C)(C)C)C4C=CC(O)=C5C=4C=CC(=O)N5)=CC=3OC2=O)C)CC1)=O. No catalyst specified. The product is [OH:1][C:2]([C:29]1[S:30][CH:31]=[CH:32][CH:33]=1)([C:34]1[S:35][CH:36]=[CH:37][CH:38]=1)[C:3]([O:5][C@H:6]1[CH2:7][CH2:8][C@H:9]([N:12]([CH2:14][CH2:15][CH2:16][N:17]2[C:21]3[CH:22]=[CH:23][C:24]([CH2:26][NH:43][CH2:44][C@H:45]([O:46][Si:47]([C:50]([CH3:53])([CH3:52])[CH3:51])([CH3:48])[CH3:49])[C:54]4[CH:55]=[CH:56][C:57]([OH:63])=[C:58]([NH:60][CH:61]=[O:62])[CH:59]=4)=[CH:25][C:20]=3[NH:19][C:18]2=[O:28])[CH3:13])[CH2:10][CH2:11]1)=[O:4]. The yield is 0.560. (6) No catalyst specified. The reactants are [CH:1]([C:3]1[S:7][C:6]([C:8]([O:10][CH2:11][CH3:12])=[O:9])=[CH:5][CH:4]=1)=[O:2].[CH3:13][C:14](=[N:18]O)[C:15](=O)[CH3:16].[ClH:20].C(OCC)(=O)C. The yield is 0.240. The product is [Cl:20][CH2:13][C:14]1[N:18]=[C:1]([C:3]2[S:7][C:6]([C:8]([O:10][CH2:11][CH3:12])=[O:9])=[CH:5][CH:4]=2)[O:2][C:15]=1[CH3:16]. (7) The reactants are [NH2:1][C:2]1[O:3][CH:4]=[CH:5][N:6]=1.[Li]CCCC.CS(O[CH2:17][C@@H:18]1[O:22][C:21](=[O:23])[N:20]([C:24]2[CH:29]=[CH:28][C:27]([C:30]3[CH2:31][CH2:32][O:33][CH2:34][CH:35]=3)=[C:26]([F:36])[CH:25]=2)[CH2:19]1)(=O)=O. The catalyst is C1COCC1. The product is [O:3]1[CH:4]=[CH:5][N:6]=[C:2]1[NH:1][CH2:17][C@@H:18]1[O:22][C:21](=[O:23])[N:20]([C:24]2[CH:29]=[CH:28][C:27]([C:30]3[CH2:31][CH2:32][O:33][CH2:34][CH:35]=3)=[C:26]([F:36])[CH:25]=2)[CH2:19]1. The yield is 0.0460. (8) The reactants are [Cl:1][C:2]1[N:3]=[C:4](Cl)[C:5]2[CH2:10][CH2:9][CH:8]([C:11]3[CH:16]=[CH:15][C:14]([F:17])=[CH:13][CH:12]=3)[C:6]=2[N:7]=1.[F:19][C:20]1([F:26])[CH2:25][CH2:24][NH:23][CH2:22][CH2:21]1. The product is [Cl:1][C:2]1[N:3]=[C:4]([N:23]2[CH2:24][CH2:25][C:20]([F:26])([F:19])[CH2:21][CH2:22]2)[C:5]2[CH2:10][CH2:9][CH:8]([C:11]3[CH:16]=[CH:15][C:14]([F:17])=[CH:13][CH:12]=3)[C:6]=2[N:7]=1. The catalyst is CO. The yield is 0.691.